Dataset: Catalyst prediction with 721,799 reactions and 888 catalyst types from USPTO. Task: Predict which catalyst facilitates the given reaction. (1) Reactant: C1(P(C2C=CC=CC=2)C2C=CC3C(=CC=CC=3)C=2C2C3C(=CC=CC=3)C=CC=2P(C2C=CC=CC=2)C2C=CC=CC=2)C=CC=CC=1.CC(C)([O-])C.[Na+].Br[C:54]1[CH:59]=[CH:58][N:57]=[C:56]2[N:60]([CH2:63][C:64]3[CH:69]=[CH:68][N:67]=[CH:66][CH:65]=3)[CH:61]=[CH:62][C:55]=12.[C:70](=[NH:83])([C:77]1[CH:82]=[CH:81][CH:80]=[CH:79][CH:78]=1)[C:71]1[CH:76]=[CH:75][CH:74]=[CH:73][CH:72]=1. Product: [C:77]1([C:70]([C:71]2[CH:72]=[CH:73][CH:74]=[CH:75][CH:76]=2)=[N:83][C:54]2[C:55]3[CH:62]=[CH:61][N:60]([CH2:63][C:64]4[CH:69]=[CH:68][N:67]=[CH:66][CH:65]=4)[C:56]=3[N:57]=[CH:58][CH:59]=2)[CH:78]=[CH:79][CH:80]=[CH:81][CH:82]=1. The catalyst class is: 101. (2) Reactant: [C:1]([O:5][C:6]([N:8]1[CH2:13][CH2:12][CH:11]([CH2:14][NH2:15])[CH2:10][CH2:9]1)=[O:7])([CH3:4])([CH3:3])[CH3:2].C(=O)([O-])[O-].[Na+].[Na+].Cl[C:23]([O:25][CH2:26][C:27]1[CH:32]=[CH:31][CH:30]=[CH:29][CH:28]=1)=[O:24]. Product: [C:1]([O:5][C:6]([N:8]1[CH2:13][CH2:12][CH:11]([CH2:14][NH:15][C:23]([O:25][CH2:26][C:27]2[CH:32]=[CH:31][CH:30]=[CH:29][CH:28]=2)=[O:24])[CH2:10][CH2:9]1)=[O:7])([CH3:4])([CH3:3])[CH3:2]. The catalyst class is: 13.